From a dataset of Full USPTO retrosynthesis dataset with 1.9M reactions from patents (1976-2016). Predict the reactants needed to synthesize the given product. (1) Given the product [O:1]1[C:5]2([CH2:6][CH2:7][CH:8]([C:11]3[CH:12]=[CH:13][N:14]=[CH:15][CH:16]=3)[CH2:9][CH2:10]2)[O:4][CH2:3][CH2:2]1, predict the reactants needed to synthesize it. The reactants are: [O:1]1[C:5]2([CH2:10][CH2:9][C:8]([C:11]3[CH:16]=[CH:15][N:14]=[CH:13][CH:12]=3)=[CH:7][CH2:6]2)[O:4][CH2:3][CH2:2]1. (2) Given the product [CH2:1]([O:3][C:4]1[CH:5]=[CH:6][C:7]([O:10][C:11]2[CH:30]=[CH:29][CH:28]=[C:13]([CH:14]=[C:15]3[CH2:20][CH2:19][NH:18][CH2:17][CH2:16]3)[CH:12]=2)=[N:8][CH:9]=1)[CH3:2], predict the reactants needed to synthesize it. The reactants are: [CH2:1]([O:3][C:4]1[CH:5]=[CH:6][C:7]([O:10][C:11]2[CH:12]=[C:13]([CH:28]=[CH:29][CH:30]=2)[CH:14]=[C:15]2[CH2:20][CH2:19][N:18](C(OC(C)(C)C)=O)[CH2:17][CH2:16]2)=[N:8][CH:9]=1)[CH3:2].C(O)(C(F)(F)F)=O. (3) Given the product [F:18][C:19]1[CH:24]=[CH:23][CH:22]=[CH:21][C:20]=1[C:15]1[S:16][C:12]([C:10]([O:9][CH2:7][CH3:8])=[O:11])=[CH:13][N:14]=1, predict the reactants needed to synthesize it. The reactants are: C([O-])([O-])=O.[Na+].[Na+].[CH2:7]([O:9][C:10]([C:12]1[S:16][C:15](Br)=[N:14][CH:13]=1)=[O:11])[CH3:8].[F:18][C:19]1[CH:24]=[CH:23][CH:22]=[CH:21][C:20]=1B(O)O.